This data is from Catalyst prediction with 721,799 reactions and 888 catalyst types from USPTO. The task is: Predict which catalyst facilitates the given reaction. (1) Reactant: [F:1][C:2]([F:7])([F:6])[C:3]([OH:5])=[O:4].[NH2:8][C@H:9]([C:17]([NH:19][C@H:20]([C:25]([NH:27][CH2:28][C:29]([N:31]1[CH2:58][CH2:57][CH2:56][C@@H:32]1[C:33]([NH:35][CH2:36][CH2:37][CH2:38][NH:39][C:40]1[C:53]2[C:52](=[O:54])[C:51]3[C:46](=[CH:47][CH:48]=[CH:49][CH:50]=3)[C:45](=[O:55])[C:44]=2[CH:43]=[CH:42][CH:41]=1)=[O:34])=[O:30])=[O:26])[CH2:21][CH:22]([CH3:24])[CH3:23])=[O:18])[CH2:10][C:11]1[CH:16]=[CH:15][CH:14]=[CH:13][CH:12]=1.FC(F)(F)C(O)=O.[NH2:66][C@H:67]([C:72]([NH:66][CH2:67][C:72]([N:66]1CCC[C@@H:67]1[C:72](NCCCNC1C2C(=O)C3C(=CC=CC=3)C(=O)C=2C=CC=1)=[O:73])=[O:73])=[O:73])CC(C)C. Product: [F:1][C:2]([F:7])([F:6])[C:3]([OH:5])=[O:4].[NH2:66][CH2:67][C:72]([NH:8][C@H:9]([C:17]([NH:19][C@H:20]([C:25]([NH:27][CH2:28][C:29]([N:31]1[CH2:58][CH2:57][CH2:56][C@@H:32]1[C:33]([NH:35][CH2:36][CH2:37][CH2:38][NH:39][C:40]1[C:53]2[C:52](=[O:54])[C:51]3[C:46](=[CH:47][CH:48]=[CH:49][CH:50]=3)[C:45](=[O:55])[C:44]=2[CH:43]=[CH:42][CH:41]=1)=[O:34])=[O:30])=[O:26])[CH2:21][CH:22]([CH3:23])[CH3:24])=[O:18])[CH2:10][C:11]1[CH:12]=[CH:13][CH:14]=[CH:15][CH:16]=1)=[O:73]. The catalyst class is: 1. (2) Reactant: [NH2:1][C:2]1[N:7]=[C:6]([NH2:8])[C:5]([C:9]2[CH:16]=[CH:15][C:12]([C:13]#[N:14])=[CH:11][CH:10]=2)=[C:4]([CH2:17][O:18][CH2:19][C:20]2[CH:25]=[CH:24][CH:23]=[CH:22][CH:21]=2)[N:3]=1.[H][H]. Product: [NH2:14][CH2:13][C:12]1[CH:11]=[CH:10][C:9]([C:5]2[C:6]([NH2:8])=[N:7][C:2]([NH2:1])=[N:3][C:4]=2[CH2:17][O:18][CH2:19][C:20]2[CH:21]=[CH:22][CH:23]=[CH:24][CH:25]=2)=[CH:16][CH:15]=1. The catalyst class is: 834.